From a dataset of Forward reaction prediction with 1.9M reactions from USPTO patents (1976-2016). Predict the product of the given reaction. Given the reactants C[O:2][C:3](=O)[C:4]1[CH:9]=[CH:8][C:7]([N+:10]([O-:12])=[O:11])=[CH:6][C:5]=1F.O.[NH2:16][NH2:17], predict the reaction product. The product is: [N+:10]([C:7]1[CH:6]=[C:5]2[C:4]([C:3]([OH:2])=[N:16][NH:17]2)=[CH:9][CH:8]=1)([O-:12])=[O:11].